Dataset: Full USPTO retrosynthesis dataset with 1.9M reactions from patents (1976-2016). Task: Predict the reactants needed to synthesize the given product. (1) Given the product [CH3:5][C:6]1[CH:11]=[CH:10][C:9]([N+:12]([O-:14])=[O:13])=[CH:8][C:7]=1[NH:15][C:16]1[N:18]=[C:23]([C:25]2[CH:26]=[N:27][CH:28]=[CH:29][CH:30]=2)[CH:22]=[CH:21][N:17]=1, predict the reactants needed to synthesize it. The reactants are: [N+]([O-])(O)=O.[CH3:5][C:6]1[CH:11]=[CH:10][C:9]([N+:12]([O-:14])=[O:13])=[CH:8][C:7]=1[NH:15][C:16]([NH2:18])=[NH:17].CN(C)[CH:21]=[CH:22][C:23]([C:25]1[CH:26]=[N:27][CH:28]=[CH:29][CH:30]=1)=O.[OH-].[Na+]. (2) Given the product [C:1]([O:5][C:6]([N:8]1[CH2:13][CH2:12][CH:11]([CH:14]2[O:23][C:17]3=[CH:18][N:19]=[C:20]([C:31]4[CH:32]=[CH:33][C:28]([S:25](=[O:27])(=[O:26])[NH2:24])=[CH:29][CH:30]=4)[CH:21]=[C:16]3[CH2:15]2)[CH2:10][CH2:9]1)=[O:7])([CH3:4])([CH3:3])[CH3:2], predict the reactants needed to synthesize it. The reactants are: [C:1]([O:5][C:6]([N:8]1[CH2:13][CH2:12][CH:11]([CH:14]2[O:23][C:17]3=[CH:18][N:19]=[C:20](Cl)[CH:21]=[C:16]3[CH2:15]2)[CH2:10][CH2:9]1)=[O:7])([CH3:4])([CH3:3])[CH3:2].[NH2:24][S:25]([C:28]1[CH:33]=[CH:32][C:31](B(O)O)=[CH:30][CH:29]=1)(=[O:27])=[O:26]. (3) Given the product [O:37]1[C:41]2[CH:42]=[CH:43][C:44]([C@@H:46]([CH2:53][C:54]3[N:24]=[C:23]([CH2:22][CH2:21][CH2:20][CH2:19][O:18][Si:1]([C:14]([CH3:17])([CH3:15])[CH3:16])([C:8]4[CH:13]=[CH:12][CH:11]=[CH:10][CH:9]=4)[C:2]4[CH:3]=[CH:4][CH:5]=[CH:6][CH:7]=4)[S:25][CH:55]=3)[CH2:47][C:48]([O:50][CH2:51][CH3:52])=[O:49])=[CH:45][C:40]=2[O:39][CH2:38]1, predict the reactants needed to synthesize it. The reactants are: [Si:1]([O:18][CH2:19][CH2:20][CH2:21][CH2:22][C:23](=[S:25])[NH2:24])([C:14]([CH3:17])([CH3:16])[CH3:15])([C:8]1[CH:13]=[CH:12][CH:11]=[CH:10][CH:9]=1)[C:2]1[CH:7]=[CH:6][CH:5]=[CH:4][CH:3]=1.O.O.O.O.O.[OH-].C(=O)(O)[O-].[Mg+2].[O:37]1[C:41]2[CH:42]=[CH:43][C:44]([C@@H:46]([CH2:53][C:54](=O)[CH2:55]Cl)[CH2:47][C:48]([O:50][CH2:51][CH3:52])=[O:49])=[CH:45][C:40]=2[O:39][CH2:38]1. (4) Given the product [F:14][C:11]1[CH:10]=[CH:9][C:8]([C:7]2[N:16]([C:18]3[N:23]=[CH:22][C:21]([S:24]([NH2:27])(=[O:26])=[O:25])=[CH:20][CH:19]=3)[N:17]=[C:4]([CH3:5])[N:6]=2)=[CH:13][CH:12]=1, predict the reactants needed to synthesize it. The reactants are: C(O[C:4](=[N:6][C:7](=O)[C:8]1[CH:13]=[CH:12][C:11]([F:14])=[CH:10][CH:9]=1)[CH3:5])C.[NH:16]([C:18]1[N:23]=[CH:22][C:21]([S:24]([NH2:27])(=[O:26])=[O:25])=[CH:20][CH:19]=1)[NH2:17].O. (5) Given the product [O:1]([C@@H:8]([CH3:12])[C:9]([OH:11])=[O:10])[C:2]1[CH:7]=[CH:6][CH:5]=[CH:4][CH:3]=1.[CH:36]([N:16]([CH:13]([CH3:15])[CH3:14])[CH2:17][CH2:18][C@@H:19]([C:26]1[CH:31]=[C:30]([CH2:32][CH2:33][OH:34])[CH:29]=[CH:28][C:27]=1[OH:35])[C:20]1[CH:25]=[CH:24][CH:23]=[CH:22][CH:21]=1)([CH3:38])[CH3:37], predict the reactants needed to synthesize it. The reactants are: [O:1]([C@@H:8]([CH3:12])[C:9]([OH:11])=[O:10])[C:2]1[CH:7]=[CH:6][CH:5]=[CH:4][CH:3]=1.[CH:13]([N:16]([CH:36]([CH3:38])[CH3:37])[CH2:17][CH2:18][CH:19]([C:26]1[CH:31]=[C:30]([CH2:32][CH2:33][OH:34])[CH:29]=[CH:28][C:27]=1[OH:35])[C:20]1[CH:25]=[CH:24][CH:23]=[CH:22][CH:21]=1)([CH3:15])[CH3:14]. (6) Given the product [CH:4]1[C:5]2[C:10](=[CH:9][CH:8]=[CH:7][CH:6]=2)[CH:11]=[C:2]([N:12]2[CH2:17][CH2:16][CH:15]([CH2:18][CH2:19][OH:20])[CH2:14][CH2:13]2)[N:3]=1, predict the reactants needed to synthesize it. The reactants are: Cl[C:2]1[N:3]=[CH:4][C:5]2[C:10]([CH:11]=1)=[CH:9][CH:8]=[CH:7][CH:6]=2.[NH:12]1[CH2:17][CH2:16][CH:15]([CH2:18][CH2:19][OH:20])[CH2:14][CH2:13]1.